Task: Regression. Given two drug SMILES strings and cell line genomic features, predict the synergy score measuring deviation from expected non-interaction effect.. Dataset: NCI-60 drug combinations with 297,098 pairs across 59 cell lines (1) Drug 1: COC1=CC(=CC(=C1O)OC)C2C3C(COC3=O)C(C4=CC5=C(C=C24)OCO5)OC6C(C(C7C(O6)COC(O7)C8=CC=CS8)O)O. Drug 2: CCC1(CC2CC(C3=C(CCN(C2)C1)C4=CC=CC=C4N3)(C5=C(C=C6C(=C5)C78CCN9C7C(C=CC9)(C(C(C8N6C=O)(C(=O)OC)O)OC(=O)C)CC)OC)C(=O)OC)O.OS(=O)(=O)O. Cell line: UACC62. Synergy scores: CSS=33.6, Synergy_ZIP=-3.84, Synergy_Bliss=5.06, Synergy_Loewe=5.39, Synergy_HSA=5.55. (2) Drug 1: CC1=C(C=C(C=C1)C(=O)NC2=CC(=CC(=C2)C(F)(F)F)N3C=C(N=C3)C)NC4=NC=CC(=N4)C5=CN=CC=C5. Drug 2: C1=CN(C=N1)CC(O)(P(=O)(O)O)P(=O)(O)O. Cell line: K-562. Synergy scores: CSS=35.9, Synergy_ZIP=-8.28, Synergy_Bliss=-17.7, Synergy_Loewe=-34.7, Synergy_HSA=-16.9. (3) Synergy scores: CSS=79.6, Synergy_ZIP=10.3, Synergy_Bliss=9.42, Synergy_Loewe=-3.75, Synergy_HSA=10.9. Drug 1: CC1OCC2C(O1)C(C(C(O2)OC3C4COC(=O)C4C(C5=CC6=C(C=C35)OCO6)C7=CC(=C(C(=C7)OC)O)OC)O)O. Cell line: SR. Drug 2: CC1=C(C=C(C=C1)C(=O)NC2=CC(=CC(=C2)C(F)(F)F)N3C=C(N=C3)C)NC4=NC=CC(=N4)C5=CN=CC=C5. (4) Drug 1: CNC(=O)C1=NC=CC(=C1)OC2=CC=C(C=C2)NC(=O)NC3=CC(=C(C=C3)Cl)C(F)(F)F. Drug 2: CC(C)(C#N)C1=CC(=CC(=C1)CN2C=NC=N2)C(C)(C)C#N. Cell line: CCRF-CEM. Synergy scores: CSS=-4.05, Synergy_ZIP=0.632, Synergy_Bliss=-1.20, Synergy_Loewe=-5.34, Synergy_HSA=-4.73.